The task is: Predict which catalyst facilitates the given reaction.. This data is from Catalyst prediction with 721,799 reactions and 888 catalyst types from USPTO. (1) Reactant: [CH3:1][N:2]1[C:7](=[O:8])[C:6]([NH:9][C:10]2[CH:15]=[N:14][CH:13]=[CH:12][N:11]=2)=[CH:5][C:4]([C:16]2[CH:21]=[CH:20][N:19]=[C:18]([N:22]3[C:34](=[O:35])[C:33]4[S:32][C:31]5[CH2:30][CH2:29][CH2:28][CH2:27][C:26]=5[C:25]=4[CH:24]=[N:23]3)[C:17]=2[CH:36]=[O:37])=[CH:3]1.[BH4-].[Na+]. Product: [OH:37][CH2:36][C:17]1[C:18]([N:22]2[C:34](=[O:35])[C:33]3[S:32][C:31]4[CH2:30][CH2:29][CH2:28][CH2:27][C:26]=4[C:25]=3[CH:24]=[N:23]2)=[N:19][CH:20]=[CH:21][C:16]=1[C:4]1[CH:5]=[C:6]([NH:9][C:10]2[CH:15]=[N:14][CH:13]=[CH:12][N:11]=2)[C:7](=[O:8])[N:2]([CH3:1])[CH:3]=1. The catalyst class is: 5. (2) Reactant: [F:1][C:2]([F:13])([F:12])[CH:3]1[CH2:8][CH2:7][CH:6]([C:9](O)=[O:10])[CH2:5][CH2:4]1.O=S(Cl)[Cl:16]. Product: [F:1][C:2]([F:13])([F:12])[CH:3]1[CH2:8][CH2:7][CH:6]([C:9]([Cl:16])=[O:10])[CH2:5][CH2:4]1. The catalyst class is: 2.